Dataset: Reaction yield outcomes from USPTO patents with 853,638 reactions. Task: Predict the reaction yield, written as a fraction of the theoretical maximum amount of product (1.0 means a 100% yield; for example, 0.34 means a 34% yield). (1) The reactants are [CH3:1][P:2]1(=[O:21])[CH2:7][CH2:6][N:5]([CH:8]2[CH2:13][CH2:12][N:11]([C:14](OC(C)(C)C)=O)[CH2:10][CH2:9]2)[CH2:4][CH2:3]1.FC(F)(F)C(O)=O.C(=O)([O-])[O-].[K+].[K+].FC1[CH:37]=[CH:38][C:39]([N+:44]([O-:46])=[O:45])=[C:40]([O:42][CH3:43])[CH:41]=1. The catalyst is C(Cl)Cl. The product is [CH3:43][O:42][C:40]1[CH:41]=[C:14]([N:11]2[CH2:10][CH2:9][CH:8]([N:5]3[CH2:4][CH2:3][P:2](=[O:21])([CH3:1])[CH2:7][CH2:6]3)[CH2:13][CH2:12]2)[CH:37]=[CH:38][C:39]=1[N+:44]([O-:46])=[O:45]. The yield is 0.860. (2) The reactants are Br[CH2:2][CH2:3][Cl:4].[CH3:5][C:6]1[C:15]([C:16]2[S:17][C:18]([C:27]3[N:31]=[CH:30][N:29]([CH:32]4[CH2:37][CH2:36][CH2:35][CH2:34][O:33]4)[N:28]=3)=[C:19]([C:21]3[CH:26]=[CH:25][CH:24]=[CH:23][CH:22]=3)[N:20]=2)=[C:9]2[CH:10]=[C:11]([OH:14])[CH:12]=[CH:13][N:8]2[N:7]=1.C(=O)([O-])[O-].[Cs+].[Cs+]. No catalyst specified. The product is [Cl:4][CH2:3][CH2:2][O:14][C:11]1[CH:12]=[CH:13][N:8]2[N:7]=[C:6]([CH3:5])[C:15]([C:16]3[S:17][C:18]([C:27]4[N:31]=[CH:30][N:29]([CH:32]5[CH2:37][CH2:36][CH2:35][CH2:34][O:33]5)[N:28]=4)=[C:19]([C:21]4[CH:22]=[CH:23][CH:24]=[CH:25][CH:26]=4)[N:20]=3)=[C:9]2[CH:10]=1. The yield is 0.930. (3) The reactants are [CH3:1][Si:2]([CH3:25])([CH3:24])[CH2:3][CH2:4][O:5][CH2:6][N:7]1[C:11]([C:12]([C:14]2[CH:23]=[CH:22][C:17]3[NH:18][C:19](=[O:21])[S:20][C:16]=3[CH:15]=2)=[O:13])=[CH:10][CH:9]=[N:8]1.[H-].[Na+].C[CH:29]([O:31][CH:32](Cl)C)Cl.O. The catalyst is CN(C=O)C. The product is [CH3:29][O:31][CH2:32][N:18]1[C:17]2[CH:22]=[CH:23][C:14]([C:12]([C:11]3[N:7]([CH2:6][O:5][CH2:4][CH2:3][Si:2]([CH3:25])([CH3:24])[CH3:1])[N:8]=[CH:9][CH:10]=3)=[O:13])=[CH:15][C:16]=2[S:20][C:19]1=[O:21]. The yield is 1.10. (4) The reactants are [Cl:1][C:2]1[CH:9]=[CH:8][C:5]([C:6]#[N:7])=[C:4]([O:10][C:11]2[C:20]3[CH2:19][CH2:18][CH2:17][C:16](=O)[C:15]=3[CH:14]=[CH:13][CH:12]=2)[CH:3]=1.CN.[C:24]([BH3-])#[N:25].[Na+].[C:28]([OH:35])(=[O:34])/[CH:29]=[CH:30]/[C:31]([OH:33])=[O:32]. The catalyst is C(O)(=O)C.CO. The product is [C:28]([OH:35])(=[O:34])/[CH:29]=[CH:30]/[C:31]([OH:33])=[O:32].[Cl:1][C:2]1[CH:9]=[CH:8][C:5]([C:6]#[N:7])=[C:4]([O:10][C:11]2[C:20]3[CH2:19][CH2:18][CH2:17][CH:16]([NH:25][CH3:24])[C:15]=3[CH:14]=[CH:13][CH:12]=2)[CH:3]=1. The yield is 0.420. (5) The reactants are [Cl-].O[NH3+:3].[C:4](=[O:7])([O-])[OH:5].[Na+].CS(C)=O.[CH3:13][C:14]1[N:15]([C:39]2[CH:44]=[CH:43][C:42]([O:45][CH2:46][CH2:47][CH3:48])=[CH:41][CH:40]=2)[C:16](=[O:38])[C:17]([CH2:23][C:24]2[CH:29]=[CH:28][C:27]([C:30]3[C:31]([C:36]#[N:37])=[CH:32][CH:33]=[CH:34][CH:35]=3)=[CH:26][CH:25]=2)=[C:18]([CH2:20][CH2:21][CH3:22])[N:19]=1. The catalyst is O.C(OCC)(=O)C. The product is [CH3:13][C:14]1[N:15]([C:39]2[CH:44]=[CH:43][C:42]([O:45][CH2:46][CH2:47][CH3:48])=[CH:41][CH:40]=2)[C:16](=[O:38])[C:17]([CH2:23][C:24]2[CH:25]=[CH:26][C:27]([C:30]3[CH:35]=[CH:34][CH:33]=[CH:32][C:31]=3[C:36]3[NH:3][C:4](=[O:7])[O:5][N:37]=3)=[CH:28][CH:29]=2)=[C:18]([CH2:20][CH2:21][CH3:22])[N:19]=1. The yield is 0.710. (6) The reactants are O1[C:5]2([CH2:10][CH2:9][CH:8]([NH:11][S:12]([C:15]3[CH:19]=[C:18]([Cl:20])[S:17][C:16]=3[Cl:21])(=[O:14])=[O:13])[CH2:7][CH2:6]2)[O:4]CC1.[OH-].[Na+].[Na+].[Cl-].C(Cl)Cl. The catalyst is CC(C)=O.O. The product is [O:4]=[C:5]1[CH2:6][CH2:7][CH:8]([NH:11][S:12]([C:15]2[CH:19]=[C:18]([Cl:20])[S:17][C:16]=2[Cl:21])(=[O:14])=[O:13])[CH2:9][CH2:10]1. The yield is 0.800. (7) The reactants are [CH2:1]([O:3][P:4]([C:9]1[CH:10]=[C:11]([C:14]2[S:15][CH:16]=[CH:17][C:18]=2[P:19]([O:24][CH2:25][CH3:26])([O:21][CH2:22][CH3:23])=[O:20])[S:12][CH:13]=1)([O:6][CH2:7][CH3:8])=[O:5])[CH3:2].[I:27]N1C(=O)CCC1=O.S([O-])([O-])(=O)=S.[Na+].[Na+]. The catalyst is C(Cl)(Cl)Cl.C(O)(=O)C. The product is [CH2:7]([O:6][P:4]([C:9]1[CH:10]=[C:11]([C:14]2[S:15][C:16]([I:27])=[CH:17][C:18]=2[P:19]([O:21][CH2:22][CH3:23])([O:24][CH2:25][CH3:26])=[O:20])[S:12][CH:13]=1)([O:3][CH2:1][CH3:2])=[O:5])[CH3:8]. The yield is 0.780. (8) The reactants are Cl.[CH3:2][N:3]([CH3:10])[C:4]([NH:6][C:7](=[NH:9])[NH2:8])=[NH:5].[OH-].[Na+]. No catalyst specified. The product is [CH3:2][N:3]([C:4]([NH:6][C:7]([NH2:9])=[NH:8])=[NH:5])[CH3:10]. The yield is 1.02. (9) The reactants are [CH3:1][CH:2]1[CH2:7][CH2:6]OS(=O)(=O)[O:3]1.C(=O)([O-])[O-].[Cs+].[Cs+].[CH2:16]([C:18]1[CH:19]=[CH:20][C:21]([OH:32])=[C:22]([C:24]([C:26]2[CH:31]=[CH:30][CH:29]=[CH:28][CH:27]=2)=[O:25])[CH:23]=1)[CH3:17]. The catalyst is C(#N)C. The product is [CH2:16]([C:18]1[CH:19]=[CH:20][C:21]([O:32][CH2:6][CH2:7][CH:2]([OH:3])[CH3:1])=[C:22]([C:24]([C:26]2[CH:31]=[CH:30][CH:29]=[CH:28][CH:27]=2)=[O:25])[CH:23]=1)[CH3:17]. The yield is 0.650.